Task: Predict which catalyst facilitates the given reaction.. Dataset: Catalyst prediction with 721,799 reactions and 888 catalyst types from USPTO (1) Product: [CH3:18][S:19][C:7]1[O:6][C:5]([CH:4]=[O:3])=[CH:9][CH:8]=1. Reactant: C([O:3][CH:4](OCC)[C:5]1[O:6][CH:7]=[CH:8][CH:9]=1)C.[Li]CCCC.[CH3:18][S:19]SC.Cl. The catalyst class is: 1. (2) Reactant: Cl[C:2]1[N:7]=[C:6]([CH3:8])[C:5]([N+:9]([O-:11])=[O:10])=[CH:4][CH:3]=1.[NH:12]1[CH2:15][CH2:14][CH2:13]1.CCOC(C)=O. Product: [N:12]1([C:2]2[N:7]=[C:6]([CH3:8])[C:5]([N+:9]([O-:11])=[O:10])=[CH:4][CH:3]=2)[CH2:15][CH2:14][CH2:13]1. The catalyst class is: 5. (3) Reactant: [CH3:1][S:2][C:3]1[O:7][C:6]([CH:8]=[N:9]O)=[CH:5][CH:4]=1. Product: [CH3:1][S:2][C:3]1[O:7][C:6]([CH2:8][NH2:9])=[CH:5][CH:4]=1. The catalyst class is: 183. (4) Reactant: [C:1]([O:5][C:6]([N:8]1[CH2:12][CH:11]([OH:13])[CH:10]([C:14]2[CH:19]=[CH:18][C:17](Br)=[CH:16][CH:15]=2)[CH2:9]1)=[O:7])([CH3:4])([CH3:3])[CH3:2].[Cl:21][C:22]1[CH:30]=[CH:29][C:25]([C:26]([NH2:28])=[O:27])=[CH:24][CH:23]=1.C(=O)([O-])[O-].[Cs+].[Cs+].CNCCNC. Product: [C:1]([O:5][C:6]([N:8]1[CH2:12][CH:11]([OH:13])[CH:10]([C:14]2[CH:19]=[CH:18][C:17]([NH:28][C:26](=[O:27])[C:25]3[CH:29]=[CH:30][C:22]([Cl:21])=[CH:23][CH:24]=3)=[CH:16][CH:15]=2)[CH2:9]1)=[O:7])([CH3:4])([CH3:3])[CH3:2]. The catalyst class is: 185.